From a dataset of NCI-60 drug combinations with 297,098 pairs across 59 cell lines. Regression. Given two drug SMILES strings and cell line genomic features, predict the synergy score measuring deviation from expected non-interaction effect. Drug 2: CC1CCC2CC(C(=CC=CC=CC(CC(C(=O)C(C(C(=CC(C(=O)CC(OC(=O)C3CCCCN3C(=O)C(=O)C1(O2)O)C(C)CC4CCC(C(C4)OC)O)C)C)O)OC)C)C)C)OC. Synergy scores: CSS=-0.748, Synergy_ZIP=2.91, Synergy_Bliss=4.87, Synergy_Loewe=0.491, Synergy_HSA=-1.34. Drug 1: CC1=C(C(CCC1)(C)C)C=CC(=CC=CC(=CC(=O)O)C)C. Cell line: LOX IMVI.